From a dataset of Reaction yield outcomes from USPTO patents with 853,638 reactions. Predict the reaction yield, written as a fraction of the theoretical maximum amount of product (1.0 means a 100% yield; for example, 0.34 means a 34% yield). (1) The reactants are [H-].[Al+3].[Li+].[H-].[H-].[H-].[C:7]1([C:17](OCC)=[O:18])([C:12](OCC)=[O:13])[CH2:11][CH:10]=[CH:9][CH2:8]1. The catalyst is O1CCCC1.O.[OH-].[Na+]. The product is [C:7]1([CH2:17][OH:18])([CH2:12][OH:13])[CH2:11][CH:10]=[CH:9][CH2:8]1. The yield is 0.890. (2) The reactants are [OH-].[Na+].[Cl:3][C:4]1[CH:26]=[CH:25][C:7]([O:8][C:9]2[C:18]3[C:13](=[CH:14][C:15]([O:23][CH3:24])=[C:16]([C:19]([O:21]C)=[O:20])[CH:17]=3)[N:12]=[CH:11][CH:10]=2)=[CH:6][C:5]=1[N+:27]([O-:29])=[O:28].Cl. The catalyst is CO. The product is [Cl:3][C:4]1[CH:26]=[CH:25][C:7]([O:8][C:9]2[C:18]3[C:13](=[CH:14][C:15]([O:23][CH3:24])=[C:16]([C:19]([OH:21])=[O:20])[CH:17]=3)[N:12]=[CH:11][CH:10]=2)=[CH:6][C:5]=1[N+:27]([O-:29])=[O:28]. The yield is 0.931. (3) The reactants are Cl[C:2]1[CH:7]=[C:6]([N+:8]([O-:10])=[O:9])[CH:5]=[CH:4][N:3]=1.[CH2:11]([N:13]1[CH2:18][CH2:17][NH:16][CH2:15][CH2:14]1)[CH3:12].C(N(CC)C(C)C)(C)C. The catalyst is CN(C=O)C.O. The product is [CH2:11]([N:13]1[CH2:18][CH2:17][N:16]([C:2]2[CH:7]=[C:6]([N+:8]([O-:10])=[O:9])[CH:5]=[CH:4][N:3]=2)[CH2:15][CH2:14]1)[CH3:12]. The yield is 0.680. (4) The reactants are [CH2:1]([C@@H:8]1[NH:13][CH2:12][CH2:11][N:10]([C:14]2[CH:19]=[CH:18][C:17]([O:20][CH3:21])=[C:16]([O:22][CH:23]3[CH2:27][CH2:26][CH2:25][CH2:24]3)[CH:15]=2)[CH2:9]1)[C:2]1[CH:7]=[CH:6][CH:5]=[CH:4][CH:3]=1.C(N(CC)CC)C.[CH2:35]([O:42][CH2:43][C:44](Cl)=[O:45])[C:36]1[CH:41]=[CH:40][CH:39]=[CH:38][CH:37]=1. The catalyst is C1COCC1.CCOC(C)=O.O. The product is [CH2:1]([CH:8]1[CH2:9][N:10]([C:14]2[CH:19]=[CH:18][C:17]([O:20][CH3:21])=[C:16]([O:22][CH:23]3[CH2:27][CH2:26][CH2:25][CH2:24]3)[CH:15]=2)[CH2:11][CH2:12][N:13]1[C:44](=[O:45])[CH2:43][O:42][CH2:35][C:36]1[CH:41]=[CH:40][CH:39]=[CH:38][CH:37]=1)[C:2]1[CH:3]=[CH:4][CH:5]=[CH:6][CH:7]=1. The yield is 0.670. (5) The reactants are [CH3:1][O:2][CH2:3][CH2:4][N:5]1[C:13]2[C:8](=[CH:9][CH:10]=[CH:11][CH:12]=2)[C:7]([CH:14]2[CH2:19][CH2:18][NH:17][CH2:16][CH2:15]2)=[CH:6]1.C(N(CC)CC)C.[CH2:27]([O:29][C:30](=[O:41])[C:31]1[CH:36]=[C:35]([CH2:37]Br)[CH:34]=[CH:33][C:32]=1[O:39][CH3:40])[CH3:28]. The catalyst is ClCCl. The product is [CH2:27]([O:29][C:30](=[O:41])[C:31]1[CH:36]=[C:35]([CH2:37][N:17]2[CH2:18][CH2:19][CH:14]([C:7]3[C:8]4[C:13](=[CH:12][CH:11]=[CH:10][CH:9]=4)[N:5]([CH2:4][CH2:3][O:2][CH3:1])[CH:6]=3)[CH2:15][CH2:16]2)[CH:34]=[CH:33][C:32]=1[O:39][CH3:40])[CH3:28]. The yield is 0.700. (6) The reactants are Br[C:2]1[S:3][CH:4]=[CH:5][N:6]=1.C([Mg]Cl)(C)C.[CH3:12][C:13]([CH3:15])=[O:14]. The catalyst is C1COCC1. The product is [S:3]1[CH:4]=[CH:5][N:6]=[C:2]1[C:13]([OH:14])([CH3:15])[CH3:12]. The yield is 0.860.